This data is from Forward reaction prediction with 1.9M reactions from USPTO patents (1976-2016). The task is: Predict the product of the given reaction. (1) Given the reactants Cl[C:2]1[N:3]=[C:4]([N:24]2[CH2:29][CH2:28][O:27][CH2:26][CH2:25]2)[C:5]2[S:10][C:9]([C:11]3[CH:12]=[C:13]([CH2:17][NH:18][C:19](=[O:22])[CH2:20][OH:21])[CH:14]=[CH:15][CH:16]=3)=[C:8]([CH3:23])[C:6]=2[N:7]=1.[NH2:30][C:31]1[N:36]=[CH:35][C:34](B2OC(C)(C)C(C)(C)O2)=[CH:33][N:32]=1, predict the reaction product. The product is: [NH2:30][C:31]1[N:36]=[CH:35][C:34]([C:2]2[N:3]=[C:4]([N:24]3[CH2:29][CH2:28][O:27][CH2:26][CH2:25]3)[C:5]3[S:10][C:9]([C:11]4[CH:12]=[C:13]([CH2:17][NH:18][C:19](=[O:22])[CH2:20][OH:21])[CH:14]=[CH:15][CH:16]=4)=[C:8]([CH3:23])[C:6]=3[N:7]=2)=[CH:33][N:32]=1. (2) Given the reactants [I:1][C:2]1[CH:8]=[CH:7][C:5]([NH2:6])=[C:4]([N+:9]([O-])=O)[CH:3]=1.O.O.Cl[Sn]Cl, predict the reaction product. The product is: [I:1][C:2]1[CH:3]=[C:4]([NH2:9])[C:5]([NH2:6])=[CH:7][CH:8]=1. (3) Given the reactants [NH2:1][C:2]1[C:7]([OH:8])=[CH:6][CH:5]=[CH:4][N:3]=1.CCO[C:12]([S-])=[S:13].[K+], predict the reaction product. The product is: [SH:13][C:12]1[O:8][C:7]2[C:2]([N:1]=1)=[N:3][CH:4]=[CH:5][CH:6]=2. (4) The product is: [CH3:1][C:2]1[CH:3]=[C:4]([NH:8][C:9]([NH:11][C:12]2[CH:32]=[CH:31][C:15]([O:16][C:17]3[CH:22]=[CH:21][N:20]=[C:19]([C:23]4[NH:27][CH:26]=[C:25]([C:28]([O:30][CH2:52][C:47]([CH2:50][OH:51])([CH2:48][OH:49])[CH2:46][OH:45])=[O:29])[CH:24]=4)[CH:18]=3)=[CH:14][CH:13]=2)=[O:10])[CH:5]=[CH:6][CH:7]=1. Given the reactants [CH3:1][C:2]1[CH:3]=[C:4]([NH:8][C:9]([NH:11][C:12]2[CH:32]=[CH:31][C:15]([O:16][C:17]3[CH:22]=[CH:21][N:20]=[C:19]([C:23]4[NH:27][CH:26]=[C:25]([C:28]([OH:30])=[O:29])[CH:24]=4)[CH:18]=3)=[CH:14][CH:13]=2)=[O:10])[CH:5]=[CH:6][CH:7]=1.Cl.CN(C)CCCN=C=NCC.[OH:45][CH2:46][C:47]([CH2:52]O)([CH2:50][OH:51])[CH2:48][OH:49], predict the reaction product.